This data is from Full USPTO retrosynthesis dataset with 1.9M reactions from patents (1976-2016). The task is: Predict the reactants needed to synthesize the given product. (1) Given the product [OH:5][N:4]=[C:3]([Cl:20])[CH2:8][CH2:9][CH2:10][CH2:11][CH2:12][CH2:13][CH2:14][CH2:15][CH3:16], predict the reactants needed to synthesize it. The reactants are: CC1[C:3]([CH2:8][CH2:9][CH2:10][CH2:11][CH2:12][CH2:13][CH2:14][CH2:15][CH3:16])=[N:4][O:5]C=1N.I([Cl:20])(=O)=O.I(Cl)(=O)=O.I(Cl)(=O)=O.I(Cl)(=O)=O.C([N+](C)(C)C)C1C=CC=CC=1.CCOCC. (2) Given the product [CH2:1]([O:13][C:14]1[CH:15]=[C:16]([CH:21]=[C:22]([O:37][CH2:38][CH2:39][CH2:40][CH2:41][CH2:42][CH2:43][CH2:44][CH2:45][CH2:46][CH2:47][CH2:48][CH3:49])[C:23]=1[O:24][CH2:25][CH2:26][CH2:27][CH2:28][CH2:29][CH2:30][CH2:31][CH2:32][CH2:33][CH2:34][CH2:35][CH3:36])[C:17]([NH:19][NH:20][C:51]([C:53]1[CH:62]=[CH:61][C:56]([C:57]([O:59][CH3:60])=[O:58])=[CH:55][CH:54]=1)=[O:52])=[O:18])[CH2:2][CH2:3][CH2:4][CH2:5][CH2:6][CH2:7][CH2:8][CH2:9][CH2:10][CH2:11][CH3:12], predict the reactants needed to synthesize it. The reactants are: [CH2:1]([O:13][C:14]1[CH:15]=[C:16]([CH:21]=[C:22]([O:37][CH2:38][CH2:39][CH2:40][CH2:41][CH2:42][CH2:43][CH2:44][CH2:45][CH2:46][CH2:47][CH2:48][CH3:49])[C:23]=1[O:24][CH2:25][CH2:26][CH2:27][CH2:28][CH2:29][CH2:30][CH2:31][CH2:32][CH2:33][CH2:34][CH2:35][CH3:36])[C:17]([NH:19][NH2:20])=[O:18])[CH2:2][CH2:3][CH2:4][CH2:5][CH2:6][CH2:7][CH2:8][CH2:9][CH2:10][CH2:11][CH3:12].Cl[C:51]([C:53]1[CH:62]=[CH:61][C:56]([C:57]([O:59][CH3:60])=[O:58])=[CH:55][CH:54]=1)=[O:52].N1C=CC=CC=1.O. (3) Given the product [CH2:1]([O:3][C:4](=[O:25])[CH2:5][CH:6]1[CH2:7][CH2:8][CH:9]([C:12]2[CH:17]=[CH:16][C:15]([C:18]3[N:19]=[N:20][C:21]([NH:30][C:29]4[CH:31]=[CH:32][CH:33]=[C:27]([Cl:26])[CH:28]=4)=[CH:22][CH:23]=3)=[CH:14][CH:13]=2)[CH2:10][CH2:11]1)[CH3:2], predict the reactants needed to synthesize it. The reactants are: [CH2:1]([O:3][C:4](=[O:25])[CH2:5][CH:6]1[CH2:11][CH2:10][CH:9]([C:12]2[CH:17]=[CH:16][C:15]([C:18]3[N:19]=[N:20][C:21](Cl)=[CH:22][CH:23]=3)=[CH:14][CH:13]=2)[CH2:8][CH2:7]1)[CH3:2].[Cl:26][C:27]1[CH:28]=[C:29]([CH:31]=[CH:32][CH:33]=1)[NH2:30].Cl.